From a dataset of Full USPTO retrosynthesis dataset with 1.9M reactions from patents (1976-2016). Predict the reactants needed to synthesize the given product. (1) Given the product [Br:1][C:2]1[S:3][C:4]([C:7](=[O:10])[CH2:8][F:9])=[CH:5][CH:6]=1, predict the reactants needed to synthesize it. The reactants are: [Br:1][C:2]1[S:3][C:4]([C:7](OC)([O:10]C)[CH2:8][F:9])=[CH:5][CH:6]=1.Cl.CCCCCC. (2) The reactants are: [NH2:1][C:2]1[CH:3]=[C:4]([CH:14]=[CH:15][CH:16]=1)[CH2:5][N:6]1[S:10](=[O:12])(=[O:11])[NH:9][C:8](=[O:13])[CH2:7]1.[C:17](OC(=O)C)(=[O:19])[CH3:18].O. Given the product [O:11]=[S:10]1(=[O:12])[NH:9][C:8](=[O:13])[CH2:7][N:6]1[CH2:5][C:4]1[CH:3]=[C:2]([NH:1][C:17](=[O:19])[CH3:18])[CH:16]=[CH:15][CH:14]=1, predict the reactants needed to synthesize it. (3) Given the product [F:1][C:2]1[C:7]([O:8][CH3:9])=[CH:6][C:5]([O:10][CH3:11])=[C:4]([F:12])[C:3]=1[N:13]1[CH2:18][C:17]2[CH:19]=[N:20][C:21]3[N:25]([S:26]([C:29]4[CH:30]=[CH:31][CH:32]=[CH:33][CH:34]=4)(=[O:28])=[O:27])[C:24]([CH2:35][N:36]4[CH2:37][CH2:38][O:39][CH2:40][CH2:41]4)=[CH:23][C:22]=3[C:16]=2[N:15]([CH2:51][C:49]2[CH:48]=[CH:47][N:46]=[C:45]([O:44][CH3:43])[CH:50]=2)[C:14]1=[O:42], predict the reactants needed to synthesize it. The reactants are: [F:1][C:2]1[C:7]([O:8][CH3:9])=[CH:6][C:5]([O:10][CH3:11])=[C:4]([F:12])[C:3]=1[N:13]1[CH2:18][C:17]2[CH:19]=[N:20][C:21]3[N:25]([S:26]([C:29]4[CH:34]=[CH:33][CH:32]=[CH:31][CH:30]=4)(=[O:28])=[O:27])[C:24]([CH2:35][N:36]4[CH2:41][CH2:40][O:39][CH2:38][CH2:37]4)=[CH:23][C:22]=3[C:16]=2[NH:15][C:14]1=[O:42].[CH3:43][O:44][C:45]1[CH:50]=[C:49]([CH2:51]O)[CH:48]=[CH:47][N:46]=1.O1CCCC1.C1(P(C2C=CC=CC=2)C2C=CC=CC=2)C=CC=CC=1.N(C(OCC)=O)=NC(OCC)=O.